This data is from Forward reaction prediction with 1.9M reactions from USPTO patents (1976-2016). The task is: Predict the product of the given reaction. (1) Given the reactants [NH2:1][C:2]1[C:7]([CH:8]=[O:9])=[C:6]([CH:10]2[CH2:12][CH2:11]2)[N:5]=[C:4](Cl)[CH:3]=1.[C:14](=O)([O-])[O-:15].[Cs+].[Cs+], predict the reaction product. The product is: [NH2:1][C:2]1[C:7]([CH:8]=[O:9])=[C:6]([CH:10]2[CH2:12][CH2:11]2)[N:5]=[C:4]([O:15][CH3:14])[CH:3]=1. (2) Given the reactants O=O.[C:3]([O:7][C:8]([N:10]1[CH2:14][C:13]([C:15]2[CH:20]=[CH:19][C:18]([Cl:21])=[CH:17][CH:16]=2)=[C:12]([C:22]([OH:24])=[O:23])[CH2:11]1)=[O:9])([CH3:6])([CH3:5])[CH3:4].C(N(CC)CC)C.[H][H], predict the reaction product. The product is: [C:3]([O:7][C:8]([N:10]1[CH2:14][CH:13]([C:15]2[CH:16]=[CH:17][C:18]([Cl:21])=[CH:19][CH:20]=2)[CH:12]([C:22]([OH:24])=[O:23])[CH2:11]1)=[O:9])([CH3:6])([CH3:4])[CH3:5]. (3) Given the reactants Br[C:2]1[S:3][CH:4]=[CH:5][C:6]=1[CH3:7].C1[O:10]C1.[CH2:11]1[CH2:15][O:14][CH2:13][CH2:12]1.C(Cl)(=O)C, predict the reaction product. The product is: [CH3:7][C:6]1[CH:5]=[CH:4][S:3][C:2]=1[CH2:12][CH2:13][O:14][C:15](=[O:10])[CH3:11]. (4) Given the reactants [Li+].[OH-].[OH:3][CH:4]1[CH2:9][CH2:8][CH:7]([C@H:10]([NH:15][C:16]([C:18]2[C:27]([NH:28][C:29]([NH:31][C:32]3[C:37]([CH3:38])=[CH:36][C:35]([CH3:39])=[CH:34][C:33]=3[CH3:40])=[O:30])=[CH:26][C:25]3[C:20](=[CH:21][CH:22]=[CH:23][CH:24]=3)[CH:19]=2)=[O:17])[C:11]([O:13]C)=[O:12])[CH2:6][CH2:5]1.Cl.C(OCC)(=O)C, predict the reaction product. The product is: [OH:3][CH:4]1[CH2:9][CH2:8][CH:7]([C@H:10]([NH:15][C:16]([C:18]2[C:27]([NH:28][C:29]([NH:31][C:32]3[C:33]([CH3:40])=[CH:34][C:35]([CH3:39])=[CH:36][C:37]=3[CH3:38])=[O:30])=[CH:26][C:25]3[C:20](=[CH:21][CH:22]=[CH:23][CH:24]=3)[CH:19]=2)=[O:17])[C:11]([OH:13])=[O:12])[CH2:6][CH2:5]1.